From a dataset of Catalyst prediction with 721,799 reactions and 888 catalyst types from USPTO. Predict which catalyst facilitates the given reaction. (1) Reactant: [ClH:1].C[O:3][C:4]([C@:6]1([CH3:16])[CH2:14][C@H:13]2[C@H:8]([CH2:9][CH2:10][CH2:11][CH2:12]2)[N:7]1[CH3:15])=[O:5].COC([C@]1(C)C[C@H]2[C@H](CCCC2)N1C)=O. Product: [ClH:1].[CH3:15][N:7]1[C@@H:8]2[C@@H:13]([CH2:12][CH2:11][CH2:10][CH2:9]2)[CH2:14][C@@:6]1([CH3:16])[C:4]([OH:5])=[O:3]. The catalyst class is: 33. (2) Reactant: [N:1]1([CH2:7][CH2:8][O:9][C:10]2[C:19]3[C:14](=[CH:15][CH:16]=[CH:17][CH:18]=3)[C:13]([NH2:20])=[CH:12][CH:11]=2)[CH2:6][CH2:5][O:4][CH2:3][CH2:2]1.[Cl:21][C:22]1[CH:23]=[C:24]([CH:28]=[CH:29][N:30]=1)[C:25](Cl)=[O:26].CCN(C(C)C)C(C)C. Product: [Cl:21][C:22]1[CH:23]=[C:24]([CH:28]=[CH:29][N:30]=1)[C:25]([NH:20][C:13]1[C:14]2[C:19](=[CH:18][CH:17]=[CH:16][CH:15]=2)[C:10]([O:9][CH2:8][CH2:7][N:1]2[CH2:6][CH2:5][O:4][CH2:3][CH2:2]2)=[CH:11][CH:12]=1)=[O:26]. The catalyst class is: 1. (3) Reactant: [Si](O[CH2:9][C@@H:10]([N:17]([CH3:30])[C:18]([NH:20][CH2:21][C:22]1[CH:27]=[CH:26][CH:25]=[C:24]([F:28])[C:23]=1[F:29])=[O:19])[CH2:11][CH2:12][C:13]([O:15][CH3:16])=[O:14])(C(C)(C)C)(C)C.Cl. Product: [F:29][C:23]1[C:24]([F:28])=[CH:25][CH:26]=[CH:27][C:22]=1[CH2:21][NH:20][C:18](=[O:19])[N:17]([C@@H:10]([CH3:9])[CH2:11][CH2:12][C:13]([O:15][CH3:16])=[O:14])[CH3:30]. The catalyst class is: 5.